Dataset: Full USPTO retrosynthesis dataset with 1.9M reactions from patents (1976-2016). Task: Predict the reactants needed to synthesize the given product. (1) Given the product [CH:2]([C:3]1[C:4]([N+:13]([O-:15])=[O:14])=[C:5]([CH:10]=[CH:11][CH:12]=1)[C:6]([O:8][CH3:9])=[O:7])=[O:20], predict the reactants needed to synthesize it. The reactants are: Br[CH2:2][C:3]1[C:4]([N+:13]([O-:15])=[O:14])=[C:5]([CH:10]=[CH:11][CH:12]=1)[C:6]([O:8][CH3:9])=[O:7].C[N+]1([O-])CC[O:20]CC1. (2) Given the product [CH:22]1([C:27]([N:7]2[CH2:6][CH2:5][N:4]([C:8]([O:10][C:11]([CH3:13])([CH3:12])[CH3:14])=[O:9])[CH2:3][C@@H:2]2[CH3:1])=[O:28])[CH2:26][CH2:25][CH2:24][CH2:23]1, predict the reactants needed to synthesize it. The reactants are: [CH3:1][C@@H:2]1[NH:7][CH2:6][CH2:5][N:4]([C:8]([O:10][C:11]([CH3:14])([CH3:13])[CH3:12])=[O:9])[CH2:3]1.C(N(CC)CC)C.[CH:22]1([C:27](Cl)=[O:28])[CH2:26][CH2:25][CH2:24][CH2:23]1. (3) Given the product [CH2:10]([N:12]1[C:13]2[CH:18]=[CH:17][N:16]=[CH:15][C:14]=2[N:19]=[C:8]1[C:3]1[C:2]([NH2:1])=[N:7][CH:6]=[CH:5][N:4]=1)[CH3:11], predict the reactants needed to synthesize it. The reactants are: [NH2:1][C:2]1[C:3]([CH:8]=O)=[N:4][CH:5]=[CH:6][N:7]=1.[CH2:10]([NH:12][C:13]1[CH:18]=[CH:17][N:16]=[CH:15][C:14]=1[NH2:19])[CH3:11].S([O-])(O)=O.[Na+]. (4) Given the product [CH3:32][O:33][C:34]([CH:12]1[CH2:13][CH2:14][N:10]([CH2:9][C:8]2[CH:16]=[CH:17][CH:18]=[C:6]([O:5][CH2:1][CH:2]([CH3:4])[CH3:3])[CH:7]=2)[CH2:11]1)=[O:35], predict the reactants needed to synthesize it. The reactants are: [CH2:1]([O:5][C:6]1[CH:7]=[C:8]([CH:16]=[CH:17][CH:18]=1)[CH2:9][N:10]1[CH2:14][CH2:13][CH:12](O)[CH2:11]1)[CH:2]([CH3:4])[CH3:3].C(OC1C=C(C=CC=1)C=O)C(C)C.[CH3:32][O:33][C:34](C1CCNC1)=[O:35]. (5) Given the product [NH2:29][CH:30]([C:34]1[CH:39]=[CH:38][CH:37]=[CH:36][CH:35]=1)[C:31]([N:9]([C:3]1[CH:4]=[CH:5][C:6]([F:8])=[CH:7][C:2]=1[F:1])[CH2:10][CH2:11][C:12]1[CH:17]=[CH:16][C:15]([C:18]([F:19])([F:20])[F:21])=[CH:14][CH:13]=1)=[O:32], predict the reactants needed to synthesize it. The reactants are: [F:1][C:2]1[CH:7]=[C:6]([F:8])[CH:5]=[CH:4][C:3]=1[NH:9][CH2:10][CH2:11][C:12]1[CH:17]=[CH:16][C:15]([C:18]([F:21])([F:20])[F:19])=[CH:14][CH:13]=1.C(OC([NH:29][CH:30]([C:34]1[CH:39]=[CH:38][CH:37]=[CH:36][CH:35]=1)[C:31](O)=[O:32])=O)(C)(C)C. (6) Given the product [C:27]([C:22]1[CH:23]=[C:24]([F:26])[CH:25]=[C:20]([F:19])[C:21]=1[B:10]1[O:11][C:12]([CH3:17])([CH3:18])[C:13]([CH3:15])([CH3:16])[O:14]1)(=[O:29])[CH3:28], predict the reactants needed to synthesize it. The reactants are: [B:10]1([B:10]2[O:14][C:13]([CH3:16])([CH3:15])[C:12]([CH3:18])([CH3:17])[O:11]2)[O:14][C:13]([CH3:16])([CH3:15])[C:12]([CH3:18])([CH3:17])[O:11]1.[F:19][C:20]1[CH:21]=[C:22]([C:27](=[O:29])[CH3:28])[CH:23]=[C:24]([F:26])[CH:25]=1.FC(F)(F)C1C=CN=CC=1. (7) Given the product [N+:8]([C:5]1[CH:6]=[CH:7][C:2]([S:1][CH2:19][C:20]2[N:21]([CH2:25][CH2:26][CH3:27])[CH:22]=[CH:23][N:24]=2)=[N:3][CH:4]=1)([O-:10])=[O:9], predict the reactants needed to synthesize it. The reactants are: [SH:1][C:2]1[CH:7]=[CH:6][C:5]([N+:8]([O-:10])=[O:9])=[CH:4][N:3]=1.C(=O)([O-])[O-].[K+].[K+].Cl.Cl[CH2:19][C:20]1[N:21]([CH2:25][CH2:26][CH3:27])[CH:22]=[CH:23][N:24]=1.O. (8) Given the product [OH:1][C:2]1[C:3]([C:18]([NH:20][CH2:21][C:22]([OH:24])=[O:23])=[O:19])=[C:4]2[C:9](=[CH:10][C:11]=1[C:12]1[S:13][C:14]([CH3:17])=[CH:15][N:16]=1)[N:8]=[CH:7][CH:6]=[N:5]2, predict the reactants needed to synthesize it. The reactants are: [OH:1][C:2]1[C:3]([C:18]([NH:20][CH2:21][C:22]([O:24]CC)=[O:23])=[O:19])=[C:4]2[C:9](=[CH:10][C:11]=1[C:12]1[S:13][C:14]([CH3:17])=[CH:15][N:16]=1)[N:8]=[CH:7][CH:6]=[N:5]2.[OH-].[Na+]. (9) Given the product [CH2:13]([O:10][C:9]([NH:8][CH2:12][CH2:13][C:14]1[CH:15]=[CH:16][C:17]([C:28]2[CH:29]=[CH:30][C:25]([C:23]([O:22][CH3:21])=[O:24])=[CH:26][C:27]=2[CH3:34])=[CH:18][CH:19]=1)=[O:11])[C:14]1[CH:19]=[CH:18][CH:17]=[CH:16][CH:15]=1, predict the reactants needed to synthesize it. The reactants are: C([N:8]([CH2:12][CH2:13][C:14]1[CH:19]=[CH:18][C:17](Br)=[CH:16][CH:15]=1)[C:9](=[O:11])[O-:10])C1C=CC=CC=1.[CH3:21][O:22][C:23]([C:25]1[CH:30]=[CH:29][C:28](B(O)O)=[C:27]([CH3:34])[CH:26]=1)=[O:24].C(=O)([O-])[O-].[Na+].[Na+].